Dataset: Kir2.1 potassium channel HTS with 301,493 compounds. Task: Binary Classification. Given a drug SMILES string, predict its activity (active/inactive) in a high-throughput screening assay against a specified biological target. (1) The compound is S(c1c(ccc(c1)C)C)CC(=O)Nc1ccc(OC)nc1. The result is 0 (inactive). (2) The compound is S(Cc1c(OCC)ccc(c1)C(=O)C)c1n(nnn1)c1ccc(O)cc1. The result is 1 (active). (3) The drug is s1c2c(CCCC2)c(c1n1c(c(cc1C)/C=C1\C(=O)N(c2c(c(ccc2)C)C)C(=O)NC1=O)C)C#N. The result is 0 (inactive). (4) The molecule is O=C(NCc1ccc(cc1)C)c1cccnc1. The result is 0 (inactive). (5) The compound is Oc1ccc(CC2N(C=3N(C2)C(CN3)Cc2ccccc2)CCNC(=O)/C(C)=C\C)cc1. The result is 0 (inactive). (6) The drug is OC(=O)C1C(CCCC1)C(=O)Nc1c(cccc1)C(=O)Nc1ccc(C(C)C)cc1. The result is 0 (inactive). (7) The compound is S(c1c(=O)c(=O)n([nH]c1)CCC)C. The result is 0 (inactive).